Dataset: Catalyst prediction with 721,799 reactions and 888 catalyst types from USPTO. Task: Predict which catalyst facilitates the given reaction. (1) Reactant: [CH:1]([C:4]1[N:28]=[C:7]2[N:8]=[C:9]([CH3:27])[C:10]([CH:19]([CH2:24][CH2:25][CH3:26])[C:20]([O:22]C)=[O:21])=[C:11]([C:12]3[CH:17]=[CH:16][C:15]([CH3:18])=[CH:14][CH:13]=3)[N:6]2[N:5]=1)([CH3:3])[CH3:2].[OH-].[Na+]. Product: [CH:1]([C:4]1[N:28]=[C:7]2[N:8]=[C:9]([CH3:27])[C:10]([CH:19]([CH2:24][CH2:25][CH3:26])[C:20]([OH:22])=[O:21])=[C:11]([C:12]3[CH:17]=[CH:16][C:15]([CH3:18])=[CH:14][CH:13]=3)[N:6]2[N:5]=1)([CH3:2])[CH3:3]. The catalyst class is: 5. (2) Reactant: [CH3:1][C:2]1([CH3:19])[C:10]2[C:5](=[CH:6][C:7]([N+:15]([O-:17])=[O:16])=[C:8]([NH:11]C(=O)C)[CH:9]=2)[NH:4][C:3]1=[O:18].Br[CH2:21]/[CH:22]=[CH:23]\[CH2:24][CH3:25].CC([O-])(C)C.[K+].C1CCN2C(=NCCC2)CC1. Product: [NH2:11][C:8]1[CH:9]=[C:10]2[C:5](=[CH:6][C:7]=1[N+:15]([O-:17])=[O:16])[N:4]([CH2:21]/[CH:22]=[CH:23]\[CH2:24][CH3:25])[C:3](=[O:18])[C:2]2([CH3:1])[CH3:19]. The catalyst class is: 5. (3) Reactant: N1C=CC=CC=1.[F:7][C:8]([F:20])([F:19])[C:9]([C:12]1[CH:17]=[CH:16][C:15]([OH:18])=[CH:14][CH:13]=1)([CH3:11])[CH3:10].[F:21][C:22]([F:35])([F:34])[S:23](O[S:23]([C:22]([F:35])([F:34])[F:21])(=[O:25])=[O:24])(=[O:25])=[O:24]. Product: [F:21][C:22]([F:35])([F:34])[S:23]([O:18][C:15]1[CH:16]=[CH:17][C:12]([C:9]([CH3:11])([CH3:10])[C:8]([F:19])([F:20])[F:7])=[CH:13][CH:14]=1)(=[O:25])=[O:24]. The catalyst class is: 2. (4) Reactant: [NH2:1][C:2](=[O:39])[C:3]([CH3:38])([CH3:37])[C:4]([NH:6][CH2:7][CH2:8][CH2:9][NH:10][C:11]1[C:16]([Br:17])=[CH:15][N:14]=[C:13]([NH:18][C:19]2[CH:20]=[C:21]([NH:25][C:26](=[O:36])[CH2:27][NH:28]C(=O)OC(C)(C)C)[CH:22]=[CH:23][CH:24]=2)[N:12]=1)=[O:5].Cl. Product: [NH2:28][CH2:27][C:26]([NH:25][C:21]1[CH:20]=[C:19]([NH:18][C:13]2[N:12]=[C:11]([NH:10][CH2:9][CH2:8][CH2:7][NH:6][C:4](=[O:5])[C:3]([CH3:37])([CH3:38])[C:2]([NH2:1])=[O:39])[C:16]([Br:17])=[CH:15][N:14]=2)[CH:24]=[CH:23][CH:22]=1)=[O:36]. The catalyst class is: 2. (5) Reactant: [F:1][C:2]1([C:9]2[N:13]([CH3:14])[N:12]=[CH:11][C:10]=2[N+:15]([O-:17])=[O:16])[CH2:8][CH2:7][CH:6]=[CH:5][CH2:4][CH2:3]1.ClC1C=C(C=CC=1)C(OO)=[O:23]. Product: [F:1][C:2]1([C:9]2[N:13]([CH3:14])[N:12]=[CH:11][C:10]=2[N+:15]([O-:17])=[O:16])[CH2:3][CH2:4][CH:5]2[CH:6]([O:23]2)[CH2:7][CH2:8]1. The catalyst class is: 2. (6) Reactant: [CH:1]1([C:4]([N:6]2[C:15]3[C:10](=[C:11]([OH:21])[C:12]([N:16]4[N:20]=[CH:19][CH:18]=[N:17]4)=[CH:13][CH:14]=3)[CH2:9][CH2:8][C@@H:7]2[CH3:22])=[O:5])[CH2:3][CH2:2]1.Br[CH:24]1[CH2:27][CH2:26][CH2:25]1.C(=O)([O-])[O-].[Cs+].[Cs+]. Product: [CH:24]1([O:21][C:11]2[C:12]([N:16]3[N:17]=[CH:18][CH:19]=[N:20]3)=[CH:13][CH:14]=[C:15]3[C:10]=2[CH2:9][CH2:8][C@H:7]([CH3:22])[N:6]3[C:4]([CH:1]2[CH2:2][CH2:3]2)=[O:5])[CH2:27][CH2:26][CH2:25]1. The catalyst class is: 10.